Dataset: Forward reaction prediction with 1.9M reactions from USPTO patents (1976-2016). Task: Predict the product of the given reaction. (1) The product is: [OH:42][NH:17][C:12]([CH:4]1[CH2:5][C:6]2[C:11](=[CH:10][CH:9]=[CH:8][CH:7]=2)[CH2:2][N:3]1[S:33]([C:30]1[CH:31]=[CH:32][C:27]([O:26][CH2:22][C:23]#[C:24][CH3:25])=[CH:28][CH:29]=1)(=[O:35])=[O:34])=[O:14]. Given the reactants Cl.[CH2:2]1[C:11]2[C:6](=[CH:7][CH:8]=[CH:9][CH:10]=2)[CH2:5][CH:4]([C:12]([OH:14])=O)[NH:3]1.C([N:17](CC)CC)C.[CH2:22]([O:26][C:27]1[CH:32]=[CH:31][C:30]([S:33](Cl)(=[O:35])=[O:34])=[CH:29][CH:28]=1)[C:23]#[C:24][CH3:25].C1COCC1.[OH2:42], predict the reaction product. (2) Given the reactants [N:1]1[CH:6]=[CH:5][C:4]([C:7]2[C:8]3[S:16][CH:15]=[CH:14][C:9]=3[C:10](=[O:13])[NH:11][N:12]=2)=[CH:3][CH:2]=1.[N:17]1[C:26]2[C:21](=[CH:22][CH:23]=[CH:24][CH:25]=2)[CH:20]=[CH:19][C:18]=1[CH2:27][CH2:28]O.C1C=CC(P(C2C=CC=CC=2)C2C=CC=CC=2)=CC=1.CCOC(/N=N/C(OCC)=O)=O, predict the reaction product. The product is: [N:1]1[CH:2]=[CH:3][C:4]([C:7]2[C:8]3[S:16][CH:15]=[CH:14][C:9]=3[C:10](=[O:13])[N:11]([CH2:28][CH2:27][C:18]3[CH:19]=[CH:20][C:21]4[C:26](=[CH:25][CH:24]=[CH:23][CH:22]=4)[N:17]=3)[N:12]=2)=[CH:5][CH:6]=1. (3) The product is: [NH2:3][O:12][CH2:13][CH:14]1[CH2:19][CH2:18][N:17]([C:20]([O:22][C:23]([CH3:26])([CH3:25])[CH3:24])=[O:21])[CH2:16][CH2:15]1. Given the reactants O=C1C2C(=CC=CC=2)C(=O)[N:3]1[O:12][CH2:13][CH:14]1[CH2:19][CH2:18][N:17]([C:20]([O:22][C:23]([CH3:26])([CH3:25])[CH3:24])=[O:21])[CH2:16][CH2:15]1.O.NN, predict the reaction product. (4) Given the reactants [CH:1]1([CH:6]=[C:7]2[C:16](=O)[C:15]3[C:10](=[CH:11][C:12]([C:18]([O:20]C)=[O:19])=[CH:13][CH:14]=3)[O:9][CH2:8]2)[CH2:5][CH2:4][CH2:3][CH2:2]1.Cl.[NH:23]([C:25]1[CH:32]=[CH:31][C:28]([C:29]#[N:30])=[CH:27][CH:26]=1)[NH2:24], predict the reaction product. The product is: [C:29]([C:28]1[CH:31]=[CH:32][C:25]([N:23]2[CH:6]([CH:1]3[CH2:2][CH2:3][CH2:4][CH2:5]3)[CH:7]3[CH2:8][O:9][C:10]4[CH:11]=[C:12]([C:18]([OH:20])=[O:19])[CH:13]=[CH:14][C:15]=4[C:16]3=[N:24]2)=[CH:26][CH:27]=1)#[N:30]. (5) Given the reactants Br[CH:2]([C:14]1[CH:19]=[CH:18][CH:17]=[CH:16][CH:15]=1)[C:3]([O:5][C@H:6]([C:8]1[CH:13]=[CH:12][CH:11]=[CH:10][CH:9]=1)[CH3:7])=[O:4].C(N(CC)CC)C.[C:27]1([C:33]2([OH:39])[CH2:38][CH2:37][NH:36][CH2:35][CH2:34]2)[CH:32]=[CH:31][CH:30]=[CH:29][CH:28]=1, predict the reaction product. The product is: [OH:39][C:33]1([C:27]2[CH:32]=[CH:31][CH:30]=[CH:29][CH:28]=2)[CH2:38][CH2:37][N:36]([C@H:2]([C:14]2[CH:19]=[CH:18][CH:17]=[CH:16][CH:15]=2)[C:3]([O:5][C@H:6]([C:8]2[CH:13]=[CH:12][CH:11]=[CH:10][CH:9]=2)[CH3:7])=[O:4])[CH2:35][CH2:34]1. (6) The product is: [NH2:33][C:29]1([CH3:32])[CH2:30][CH2:31][N:26]([CH:20]2[CH2:19][C@@H:18]3[N:23]([CH2:24][C@H:16]([O:15][C@@H:13]([C:5]4[CH:4]=[C:3]([C:2]([F:1])([F:45])[F:46])[CH:8]=[C:7]([C:9]([F:12])([F:11])[F:10])[CH:6]=4)[CH3:14])[C@H:17]3[C:38]3[CH:43]=[CH:42][C:41]([F:44])=[CH:40][CH:39]=3)[C:22](=[O:25])[CH2:21]2)[CH2:27][CH2:28]1. Given the reactants [F:1][C:2]([F:46])([F:45])[C:3]1[CH:4]=[C:5]([C@H:13]([O:15][C@H:16]2[CH2:24][N:23]3[C@@H:18]([CH2:19][CH:20]([N:26]4[CH2:31][CH2:30][C:29]([NH:33]C(=O)CCl)([CH3:32])[CH2:28][CH2:27]4)[CH2:21][C:22]3=[O:25])[C@@H:17]2[C:38]2[CH:43]=[CH:42][C:41]([F:44])=[CH:40][CH:39]=2)[CH3:14])[CH:6]=[C:7]([C:9]([F:12])([F:11])[F:10])[CH:8]=1.NC(N)=S.CC(O)=O, predict the reaction product.